Dataset: Reaction yield outcomes from USPTO patents with 853,638 reactions. Task: Predict the reaction yield, written as a fraction of the theoretical maximum amount of product (1.0 means a 100% yield; for example, 0.34 means a 34% yield). (1) The reactants are [NH2:1][C:2]1[CH:3]=[CH:4][C:5]([Cl:9])=[C:6]([OH:8])[CH:7]=1.C(=O)([O-])O.[Na+].[C:15]([C:17]([C:20]1[CH:21]=[C:22]([CH:26]=[CH:27][CH:28]=1)[C:23](Cl)=[O:24])([CH3:19])[CH3:18])#[N:16]. The catalyst is O1CCCC1. The product is [Cl:9][C:5]1[CH:4]=[CH:3][C:2]([NH:1][C:23](=[O:24])[C:22]2[CH:26]=[CH:27][CH:28]=[C:20]([C:17]([C:15]#[N:16])([CH3:18])[CH3:19])[CH:21]=2)=[CH:7][C:6]=1[OH:8]. The yield is 0.950. (2) The reactants are [F:1][C:2]1[CH:28]=[CH:27][C:5]([CH2:6][O:7][C:8]2[CH:9]=[C:10]([CH2:23][C:24](O)=[O:25])[CH:11]=[C:12]([O:14][CH2:15][C:16]3[CH:21]=[CH:20][C:19]([F:22])=[CH:18][CH:17]=3)[CH:13]=2)=[CH:4][CH:3]=1.C(N1C=CN=C1)(N1C=CN=C1)=O.N1C=CN=C1.[H-].[Na+].[NH2:48][C:49]1[S:50][S:51][C:52](=[S:54])[N:53]=1.O.[Cl-].[NH4+]. The catalyst is O1CCCC1. The product is [F:1][C:2]1[CH:28]=[CH:27][C:5]([CH2:6][O:7][C:8]2[CH:9]=[C:10]([CH2:23][C:24]([NH:48][C:49]3[S:50][S:51][C:52](=[S:54])[N:53]=3)=[O:25])[CH:11]=[C:12]([O:14][CH2:15][C:16]3[CH:21]=[CH:20][C:19]([F:22])=[CH:18][CH:17]=3)[CH:13]=2)=[CH:4][CH:3]=1. The yield is 0.220. (3) The reactants are [CH3:1][C:2]1[CH:7]=[C:6]([CH3:8])[NH:5][C:4](=[S:9])[C:3]=1[C:10]#[N:11].[CH2:12]([OH:14])C.Br[CH2:16][C:17]([C:19]1[CH:24]=[CH:23][C:22]([O:25][CH3:26])=[CH:21][CH:20]=1)=[O:18]. No catalyst specified. The product is [NH2:11][C:10]1[C:3]2[C:4](=[N:5][C:6]([CH3:8])=[CH:7][C:2]=2[CH3:1])[S:9][C:16]=1[C:17](=[O:18])[C:19]1[CH:24]=[CH:23][C:22]([O:25][CH3:26])=[CH:21][C:20]=1[O:14][CH3:12]. The yield is 0.700. (4) The product is [C:1]([O:5][C:6]([NH:8][C@@H:9]([CH2:13][N:14]([C:21]1[CH:22]=[CH:23][CH:24]=[CH:25][CH:26]=1)[C:15]1[CH:20]=[CH:19][CH:18]=[CH:17][N:16]=1)[C:10]([OH:12])=[O:11])=[O:7])([CH3:4])([CH3:2])[CH3:3]. The yield is 0.810. The reactants are [C:1]([O:5][C:6]([NH:8][C@@H:9]([CH2:13][N:14]([C:21]1[CH:26]=[CH:25][CH:24]=[CH:23][CH:22]=1)[C:15]1[CH:20]=[CH:19][CH:18]=[CH:17][N:16]=1)[C:10]([O-:12])=[O:11])=[O:7])([CH3:4])([CH3:3])[CH3:2].C1([C@@H]([NH3+])C)C=CC=CC=1.S(=O)(=O)(O)O. The catalyst is C(O)(C)C.